This data is from Human liver microsome stability data. The task is: Regression/Classification. Given a drug SMILES string, predict its absorption, distribution, metabolism, or excretion properties. Task type varies by dataset: regression for continuous measurements (e.g., permeability, clearance, half-life) or binary classification for categorical outcomes (e.g., BBB penetration, CYP inhibition). Dataset: hlm. (1) The molecule is N#CC1(n2cc([C@@H](NC(=O)c3ccc(S(N)(=O)=O)cc3)C3CCCCC3)nn2)CC1. The result is 0 (unstable in human liver microsomes). (2) The compound is CCN(Cc1cccc(OC)c1)C(=O)Nc1ccc(-c2cn[nH]c2)cc1. The result is 1 (stable in human liver microsomes). (3) The molecule is CC1CCN(C(=O)c2ccsc2)CC1N(C)c1ncnc2[nH]ccc12. The result is 1 (stable in human liver microsomes). (4) The compound is CS(=O)(=O)Nc1ccc2c(c1)S(=O)(=O)NC(c1c(O)c(-c3cccs3)nn(CC3(C(F)(F)F)CC3)c1=O)=N2. The result is 0 (unstable in human liver microsomes). (5) The compound is Cn1c(-c2cncnc2)c(C2CCCCC2)c2ccc(C(=O)NC(C)(C)C(=O)Nc3ccc(C=CC(=O)O)cc3)cc21. The result is 1 (stable in human liver microsomes). (6) The drug is CCCCCN(C(=O)Nc1ccc(SC(F)(F)F)cc1)C1Cc2ccc(SC(C)(C)C(=O)O)cc2C1. The result is 0 (unstable in human liver microsomes). (7) The result is 1 (stable in human liver microsomes). The drug is CSc1nn2cc(-c3cc4ccccc4o3)nc2s1. (8) The molecule is Oc1c2ccc(-c3ccc(Cl)cc3)cc2nc2cc(F)cc(F)c12. The result is 0 (unstable in human liver microsomes). (9) The molecule is Cc1cccc(CN(C2CCOCC2)[C@H]2CCNC2)c1Cl. The result is 0 (unstable in human liver microsomes). (10) The drug is CS(=O)(=O)Nc1ccc2c(c1)S(=O)(=O)NC(C1=C(O)C3CCCC3N(CCC3CC3)C1=O)=N2. The result is 1 (stable in human liver microsomes).